Dataset: Forward reaction prediction with 1.9M reactions from USPTO patents (1976-2016). Task: Predict the product of the given reaction. (1) Given the reactants OC[C:3]1[C:4]([CH2:9]O)=[N:5][CH:6]=[CH:7][CH:8]=1.O=S(Cl)[Cl:13].[CH2:15]([Cl:17])Cl, predict the reaction product. The product is: [Cl:13][CH2:9][C:4]1[C:3]([CH2:15][Cl:17])=[CH:8][CH:7]=[CH:6][N:5]=1. (2) Given the reactants [F:1][C:2]1[CH:3]=[CH:4][C:5]([CH:8]([OH:15])C2C=CC=CC=2)=[N:6][CH:7]=1.Cl[C:17]1[CH:22]=[CH:21][N+:20]([O-:23])=[CH:19][CH:18]=1, predict the reaction product. The product is: [F:1][C:2]1[CH:3]=[CH:4][C:5]([CH2:8][O:15][C:17]2[CH:22]=[CH:21][N+:20]([O-:23])=[CH:19][CH:18]=2)=[N:6][CH:7]=1. (3) Given the reactants [CH:1]1([NH:4][C:5](=[O:39])[CH2:6][O:7][C:8]2[CH:9]=[C:10]([S:14]([N:17]3[C:21]([C:22]4[CH:27]=[CH:26][CH:25]=[CH:24][C:23]=4[F:28])=[CH:20][C:19]([CH2:29][N:30](C)[C:31](=O)OC(C)(C)C)=[CH:18]3)(=[O:16])=[O:15])[CH:11]=[CH:12][CH:13]=2)[CH2:3][CH2:2]1.FC(F)(F)C(O)=O, predict the reaction product. The product is: [CH:1]1([NH:4][C:5](=[O:39])[CH2:6][O:7][C:8]2[CH:13]=[CH:12][CH:11]=[C:10]([S:14]([N:17]3[CH:18]=[C:19]([CH2:29][NH:30][CH3:31])[CH:20]=[C:21]3[C:22]3[CH:27]=[CH:26][CH:25]=[CH:24][C:23]=3[F:28])(=[O:16])=[O:15])[CH:9]=2)[CH2:2][CH2:3]1. (4) Given the reactants [CH3:1][CH:2]1[CH:6]2[C:7]([NH:9][CH:10]=[C:11]([CH3:12])[CH:5]2[CH2:4][CH2:3]1)=[O:8].I[CH2:14][CH2:15][CH2:16][CH2:17][CH2:18][CH2:19][CH2:20][CH3:21], predict the reaction product. The product is: [CH2:14]([N:9]1[CH:10]=[C:11]([CH3:12])[C@H:5]2[CH2:4][CH2:3][C@H:2]([CH3:1])[C@H:6]2[C:7]1=[O:8])[CH2:15][CH2:16][CH2:17][CH2:18][CH2:19][CH2:20][CH3:21]. (5) Given the reactants C[O:2][C:3]1[C:8]([C:9]2[CH:14]=[CH:13][C:12]([O:15][C:16]3[CH:21]=[CH:20][N:19]=[C:18]([C:22]4[CH:23]=[N:24][N:25]([CH3:27])[CH:26]=4)[CH:17]=3)=[C:11]([CH3:28])[N:10]=2)=[CH:7][N:6]=[C:5]([NH:29][CH2:30][C:31]([CH3:34])([CH3:33])[CH3:32])[N:4]=1.Br.CCOC(C)=O, predict the reaction product. The product is: [CH3:28][C:11]1[N:10]=[C:9]([C:8]2[C:3](=[O:2])[NH:4][C:5]([NH:29][CH2:30][C:31]([CH3:34])([CH3:32])[CH3:33])=[N:6][CH:7]=2)[CH:14]=[CH:13][C:12]=1[O:15][C:16]1[CH:21]=[CH:20][N:19]=[C:18]([C:22]2[CH:23]=[N:24][N:25]([CH3:27])[CH:26]=2)[CH:17]=1. (6) Given the reactants [C:1]([C:3]1[C:8]2[S:9][CH:10]=[CH:11][C:7]=2[C:6]([NH:12][C@H:13]([C@H:17]([OH:19])[CH3:18])[C:14]([OH:16])=O)=[CH:5][CH:4]=1)#[N:2].[F:20][C:21]1[CH:30]=[CH:29][C:24]([C:25]([NH:27][NH2:28])=[O:26])=[CH:23][CH:22]=1.C1C=CC2N(O)N=NC=2C=1.C(Cl)CCl.CCN(CC)CC, predict the reaction product. The product is: [C:1]([C:3]1[C:8]2[S:9][CH:10]=[CH:11][C:7]=2[C:6]([NH:12][C@H:13]([C@H:17]([OH:19])[CH3:18])[C:14]([NH:28][NH:27][C:25](=[O:26])[C:24]2[CH:23]=[CH:22][C:21]([F:20])=[CH:30][CH:29]=2)=[O:16])=[CH:5][CH:4]=1)#[N:2].